Dataset: Forward reaction prediction with 1.9M reactions from USPTO patents (1976-2016). Task: Predict the product of the given reaction. Given the reactants C([Li])CCC.[CH3:6][C:7]1[N:8]=[CH:9][S:10][CH:11]=1.[CH2:12]([Sn:16](Cl)([CH2:21][CH2:22][CH2:23][CH3:24])[CH2:17][CH2:18][CH2:19][CH3:20])[CH2:13][CH2:14][CH3:15].O, predict the reaction product. The product is: [CH3:6][C:7]1[N:8]=[C:9]([Sn:16]([CH2:17][CH2:18][CH2:19][CH3:20])([CH2:21][CH2:22][CH2:23][CH3:24])[CH2:12][CH2:13][CH2:14][CH3:15])[S:10][CH:11]=1.